This data is from Acute oral toxicity (LD50) regression data from Zhu et al.. The task is: Regression/Classification. Given a drug SMILES string, predict its toxicity properties. Task type varies by dataset: regression for continuous values (e.g., LD50, hERG inhibition percentage) or binary classification for toxic/non-toxic outcomes (e.g., AMES mutagenicity, cardiotoxicity, hepatotoxicity). Dataset: ld50_zhu. (1) The molecule is FCOC(C(F)(F)F)C(F)(F)F. The rat oral LD50 is 1.27, given as -log10 of the dose in mol/kg body weight (higher means more acutely toxic). (2) The rat oral LD50 is 2.45, given as -log10 of the dose in mol/kg body weight (higher means more acutely toxic). The molecule is COC(=O)C(C)N(C(=O)c1ccccc1)c1ccc(F)c(Cl)c1.